This data is from Reaction yield outcomes from USPTO patents with 853,638 reactions. The task is: Predict the reaction yield, written as a fraction of the theoretical maximum amount of product (1.0 means a 100% yield; for example, 0.34 means a 34% yield). (1) The reactants are [O:1]1[C:5]2[C:6]([C:10]([CH3:19])([CH3:18])[CH2:11][C:12](=[O:17])[C:13]([F:16])([F:15])[F:14])=[CH:7][CH:8]=[CH:9][C:4]=2[CH2:3][CH2:2]1.[Cl:20]Cl. The catalyst is C(O)(=O)C. The product is [Cl:20][C:8]1[CH:7]=[C:6]([C:10]([CH3:19])([CH3:18])[CH2:11][C:12](=[O:17])[C:13]([F:15])([F:16])[F:14])[C:5]2[O:1][CH2:2][CH2:3][C:4]=2[CH:9]=1. The yield is 1.00. (2) The reactants are Cl[S:2]([N:5]=C=O)(=[O:4])=[O:3].CC(O)(C)C.[CH3:13][N:14]1[C:18]2[CH:19]=[CH:20][CH:21]=[CH:22][C:17]=2[N:16]([CH:23]2[CH2:28][CH2:27][N:26]([CH2:29][CH2:30][CH2:31][N:32]3[C:40]4[CH2:39][CH2:38][NH:37][CH2:36][C:35]=4[C:34]([C:41]4[CH:46]=[CH:45][C:44]([C:47]([F:50])([F:49])[F:48])=[CH:43][CH:42]=4)=[N:33]3)[CH2:25][CH2:24]2)[C:15]1=[O:51].C(N(CC)CC)C. The catalyst is C(Cl)Cl.CO.C(Cl)Cl. The product is [CH3:13][N:14]1[C:18]2[CH:19]=[CH:20][CH:21]=[CH:22][C:17]=2[N:16]([CH:23]2[CH2:28][CH2:27][N:26]([CH2:29][CH2:30][CH2:31][N:32]3[C:40]4[CH2:39][CH2:38][N:37]([S:2]([NH2:5])(=[O:4])=[O:3])[CH2:36][C:35]=4[C:34]([C:41]4[CH:42]=[CH:43][C:44]([C:47]([F:49])([F:50])[F:48])=[CH:45][CH:46]=4)=[N:33]3)[CH2:25][CH2:24]2)[C:15]1=[O:51]. The yield is 0.930. (3) The reactants are CN(C)/[CH:3]=[CH:4]/[C:5]1[N:10]=[CH:9][C:8]([C:11]2[CH:12]=[N:13][N:14]([CH:16]3[CH2:21][CH2:20][N:19]([C:22]([O:24][C:25]([CH3:28])([CH3:27])[CH3:26])=[O:23])[CH2:18][CH2:17]3)[CH:15]=2)=[CH:7][C:6]=1[N+:29]([O-])=[O:30].O.O.Cl[Sn]Cl.O. The catalyst is CCOC(C)=O. The yield is 0.540. The product is [OH:30][N:29]1[C:6]2[C:5](=[N:10][CH:9]=[C:8]([C:11]3[CH:12]=[N:13][N:14]([CH:16]4[CH2:21][CH2:20][N:19]([C:22]([O:24][C:25]([CH3:26])([CH3:27])[CH3:28])=[O:23])[CH2:18][CH2:17]4)[CH:15]=3)[CH:7]=2)[CH:4]=[CH:3]1.